Dataset: Full USPTO retrosynthesis dataset with 1.9M reactions from patents (1976-2016). Task: Predict the reactants needed to synthesize the given product. (1) Given the product [Cl:8][C:5]1[CH:6]=[CH:7][C:2]([NH:1][C:10](=[O:11])[O:12][C:13]([CH3:16])([CH3:15])[CH3:14])=[C:3]([OH:9])[CH:4]=1, predict the reactants needed to synthesize it. The reactants are: [NH2:1][C:2]1[CH:7]=[CH:6][C:5]([Cl:8])=[CH:4][C:3]=1[OH:9].[C:10](O[C:10]([O:12][C:13]([CH3:16])([CH3:15])[CH3:14])=[O:11])([O:12][C:13]([CH3:16])([CH3:15])[CH3:14])=[O:11]. (2) Given the product [CH3:31][C:30]1[CH:32]=[CH:33][C:27]([S:24]([O:1][CH2:2][CH:3]([NH:9][C:10]([O:11][C:12]([CH3:13])([CH3:15])[CH3:14])=[O:16])[C:4]2[CH:8]=[CH:7][S:6][CH:5]=2)(=[O:26])=[O:25])=[CH:28][CH:29]=1, predict the reactants needed to synthesize it. The reactants are: [OH:1][CH2:2][CH:3]([NH:9][C:10](=[O:16])[O:11][C:12]([CH3:15])([CH3:14])[CH3:13])[C:4]1[CH:8]=[CH:7][S:6][CH:5]=1.CCN(CC)CC.[S:24](Cl)([C:27]1[CH:33]=[CH:32][C:30]([CH3:31])=[CH:29][CH:28]=1)(=[O:26])=[O:25].[NH4+].[Cl-]. (3) Given the product [CH3:15][N:4]([CH2:3][CH2:2][NH:1][C:16](=[O:23])[C:17]1[CH:22]=[CH:21][CH:20]=[N:19][CH:18]=1)[CH2:5][CH2:6][NH:7][C:8](=[O:14])[O:9][C:10]([CH3:11])([CH3:12])[CH3:13], predict the reactants needed to synthesize it. The reactants are: [NH2:1][CH2:2][CH2:3][N:4]([CH3:15])[CH2:5][CH2:6][NH:7][C:8](=[O:14])[O:9][C:10]([CH3:13])([CH3:12])[CH3:11].[C:16](O)(=[O:23])[C:17]1[CH:22]=[CH:21][CH:20]=[N:19][CH:18]=1.CCN=C=NCCCN(C)C. (4) The reactants are: [C:1]([O:5][C:6]([NH:8][C@H:9]([C:20]([O:22][CH:23]1[CH2:27][CH2:26][CH2:25][CH2:24]1)=[O:21])[CH2:10][CH2:11][O:12][Si](C(C)(C)C)(C)C)=[O:7])([CH3:4])([CH3:3])[CH3:2].C(OCC)(=O)C. Given the product [OH:12][CH2:11][CH2:10][C@H:9]([NH:8][C:6]([O:5][C:1]([CH3:4])([CH3:3])[CH3:2])=[O:7])[C:20]([O:22][CH:23]1[CH2:24][CH2:25][CH2:26][CH2:27]1)=[O:21], predict the reactants needed to synthesize it. (5) Given the product [CH3:31][O:32][C:33]1[CH:40]=[CH:39][C:36]([CH2:37][NH:38][CH2:22][C:21]2[CH:20]=[C:19]([C:18]3[C:17]4[C:12](=[C:13]([C:27]([F:29])([F:30])[F:28])[CH:14]=[CH:15][CH:16]=4)[N:11]=[CH:10][C:9]=3[C:1]([C:2]3[CH:7]=[CH:6][CH:5]=[CH:4][CH:3]=3)=[O:8])[CH:26]=[CH:25][CH:24]=2)=[CH:35][CH:34]=1, predict the reactants needed to synthesize it. The reactants are: [C:1]([C:9]1[CH:10]=[N:11][C:12]2[C:17]([C:18]=1[C:19]1[CH:20]=[C:21]([CH:24]=[CH:25][CH:26]=1)[CH:22]=O)=[CH:16][CH:15]=[CH:14][C:13]=2[C:27]([F:30])([F:29])[F:28])(=[O:8])[C:2]1[CH:7]=[CH:6][CH:5]=[CH:4][CH:3]=1.[CH3:31][O:32][C:33]1[CH:40]=[CH:39][C:36]([CH2:37][NH2:38])=[CH:35][CH:34]=1. (6) Given the product [Cl:1][C:2]1[C:3]([O:48][CH3:49])=[CH:4][CH:5]=[C:6]2[C:11]=1[N:10]=[C:9]([N:12]1[CH:16]=[CH:15][C:14]([C:17]([F:19])([F:20])[F:18])=[N:13]1)[CH:8]=[C:7]2[O:21][C@@H:22]1[CH2:26][N:25]([C:27]([NH:29][C@:30]2([C:54](=[O:55])[NH:56][S:57]([CH:60]3[CH2:62][CH2:61]3)(=[O:59])=[O:58])[CH2:32][C@H:31]2[CH:33]=[CH2:34])=[O:28])[C@H:24]([C:38]([N:39]([CH2:41][CH2:42][CH2:43][CH2:44][CH:45]=[CH2:46])[CH3:40])=[O:47])[CH2:23]1, predict the reactants needed to synthesize it. The reactants are: [Cl:1][C:2]1[C:3]([O:48][CH3:49])=[CH:4][CH:5]=[C:6]2[C:11]=1[N:10]=[C:9]([N:12]1[CH:16]=[CH:15][C:14]([C:17]([F:20])([F:19])[F:18])=[N:13]1)[CH:8]=[C:7]2[O:21][C@@H:22]1[CH2:26][N:25]([C:27]([NH:29][C@:30]2(C(O)=O)[CH2:32][C@H:31]2[CH:33]=[CH2:34])=[O:28])[C@H:24]([C:38](=[O:47])[N:39]([CH2:41][CH2:42][CH2:43][CH2:44][CH:45]=[CH2:46])[CH3:40])[CH2:23]1.C1(N)CC1.[C:54](=[N:56][S:57]([C:60]1(C)[CH2:62][CH2:61]1)(=[O:59])=[O:58])=[O:55].